This data is from Catalyst prediction with 721,799 reactions and 888 catalyst types from USPTO. The task is: Predict which catalyst facilitates the given reaction. (1) The catalyst class is: 542. Reactant: ClCCl.[C:4]([O:8][C:9](=[O:42])[N:10]([CH2:31][C:32]1[CH:41]=[CH:40][C:35]2[O:36][CH2:37][CH2:38][O:39][C:34]=2[CH:33]=1)[CH:11]1[CH2:16][CH2:15][N:14]([CH2:17][CH2:18][N:19]2[C:28]3[C:23](=[CH:24][CH:25]=[CH:26][CH:27]=3)[C:22]([OH:29])=[CH:21][C:20]2=[O:30])[CH2:13][CH2:12]1)([CH3:7])([CH3:6])[CH3:5].[F:43][C:44]([F:57])([F:56])[S:45](O[S:45]([C:44]([F:57])([F:56])[F:43])(=[O:47])=[O:46])(=[O:47])=[O:46].[Cl-].[NH4+]. Product: [C:4]([O:8][C:9](=[O:42])[N:10]([CH2:31][C:32]1[CH:41]=[CH:40][C:35]2[O:36][CH2:37][CH2:38][O:39][C:34]=2[CH:33]=1)[CH:11]1[CH2:12][CH2:13][N:14]([CH2:17][CH2:18][N:19]2[C:28]3[C:23](=[CH:24][CH:25]=[CH:26][CH:27]=3)[C:22]([O:29][S:45]([C:44]([F:57])([F:56])[F:43])(=[O:47])=[O:46])=[CH:21][C:20]2=[O:30])[CH2:15][CH2:16]1)([CH3:7])([CH3:5])[CH3:6]. (2) Reactant: [Br:1][C:2]1[CH:11]=[CH:10][CH:9]=[C:8]2[C:3]=1[CH:4]=[CH:5][C:6]([Cl:12])=[N:7]2.[Li+].[CH3:14]C([N-]C(C)C)C.IC.[NH4+].[Cl-]. Product: [Br:1][C:2]1[CH:11]=[CH:10][CH:9]=[C:8]2[C:3]=1[CH:4]=[C:5]([CH3:14])[C:6]([Cl:12])=[N:7]2. The catalyst class is: 1. (3) Reactant: [CH3:1][O:2][C:3]1[CH:25]=[CH:24][C:6]([O:7][C:8]2[N:13]=[C:12]([O:14][C:15]3[CH:20]=[CH:19][C:18]([O:21][CH3:22])=[CH:17][CH:16]=3)[C:11]([NH2:23])=[CH:10][N:9]=2)=[CH:5][CH:4]=1.O=[C:27]1[CH2:32][CH2:31][N:30]([C:33]([O:35][C:36]([CH3:39])([CH3:38])[CH3:37])=[O:34])[CH2:29][CH2:28]1.[BH-](OC(C)=O)(OC(C)=O)OC(C)=O.[Na+]. Product: [C:36]([O:35][C:33]([N:30]1[CH2:31][CH2:32][CH:27]([NH:23][C:11]2[C:12]([O:14][C:15]3[CH:20]=[CH:19][C:18]([O:21][CH3:22])=[CH:17][CH:16]=3)=[N:13][C:8]([O:7][C:6]3[CH:24]=[CH:25][C:3]([O:2][CH3:1])=[CH:4][CH:5]=3)=[N:9][CH:10]=2)[CH2:28][CH2:29]1)=[O:34])([CH3:39])([CH3:37])[CH3:38]. The catalyst class is: 26. (4) Reactant: [C:1]([C:5](O)=O)([CH3:4])([CH3:3])C.[NH2:8][C:9]1[CH:10]=[N:11][C:12]2[C:17]([C:18]=1[NH:19][NH2:20])=[CH:16][CH:15]=[CH:14][CH:13]=2.[CH:21](OCC)([O:25]CC)[O:22]CC.Cl.N1C=CC=C[CH:33]=1. Product: [N:19]1([NH:20][C:21](=[O:22])[O:25][C:1]([CH3:3])([CH3:4])[CH3:5])[C:18]2[C:17]3[CH:16]=[CH:15][CH:14]=[CH:13][C:12]=3[N:11]=[CH:10][C:9]=2[N:8]=[CH:33]1. The catalyst class is: 648. (5) Reactant: Br[C:2]1[CH:7]=[CH:6][C:5]([OH:8])=[C:4]([Cl:9])[CH:3]=1.[Li]CCCC.[B:15](OC)([O:18]C)[O:16]C.CCCCCC. Product: [Cl:9][C:4]1[CH:3]=[C:2]([B:15]([OH:18])[OH:16])[CH:7]=[CH:6][C:5]=1[OH:8]. The catalyst class is: 1.